From a dataset of Forward reaction prediction with 1.9M reactions from USPTO patents (1976-2016). Predict the product of the given reaction. (1) Given the reactants [C:1]([N:5]1[C:9](=O)[CH2:8][CH:7]([NH:11][C:12]([NH:14][C:15]2[CH:20]=[CH:19][C:18]([O:21][C:22]3[CH:27]=[CH:26][N:25]=[C:24]([C:28]4[CH:29]=[N:30][N:31]([CH3:33])[CH:32]=4)[CH:23]=3)=[CH:17][C:16]=2[F:34])=[O:13])[CH2:6]1)([CH3:4])([CH3:3])[CH3:2].[H-].[H-].[H-].[H-].[Li+].[Al+3].C1COCC1, predict the reaction product. The product is: [C:1]([N:5]1[CH2:9][CH2:8][CH:7]([NH:11][C:12]([NH:14][C:15]2[CH:20]=[CH:19][C:18]([O:21][C:22]3[CH:27]=[CH:26][N:25]=[C:24]([C:28]4[CH:29]=[N:30][N:31]([CH3:33])[CH:32]=4)[CH:23]=3)=[CH:17][C:16]=2[F:34])=[O:13])[CH2:6]1)([CH3:4])([CH3:3])[CH3:2]. (2) Given the reactants [Br:1][C:2]1[CH:3]=[N:4][CH:5]=[C:6](Br)[CH:7]=1.[CH3:9][O-:10].[Na+], predict the reaction product. The product is: [Br:1][C:2]1[CH:7]=[C:6]([O:10][CH3:9])[CH:5]=[N:4][CH:3]=1. (3) Given the reactants S(=O)(=O)(O)O.[CH3:6][C:7](=[CH:9][CH2:10][CH2:11][CH:12]([CH2:14][CH:15]=[O:16])[CH3:13])[CH3:8].C[C@H]1C[C@@H]([OH:24])[C@H](C(C)=C)CC1.[OH-].[Na+], predict the reaction product. The product is: [CH:12]1([CH3:13])[CH2:11][CH2:10][CH:9]([C:7]([OH:24])([CH3:8])[CH3:6])[CH:15]([OH:16])[CH2:14]1. (4) Given the reactants [OH:1][C:2]1[CH:7]=[CH:6][C:5]([CH2:8][C:9]([OH:11])=[O:10])=[CH:4][CH:3]=1.Br[CH2:13][CH2:14][C:15]1[C:24]2[C:19](=[CH:20][CH:21]=[CH:22][CH:23]=2)[CH:18]=[CH:17][CH:16]=1.O[C:26]1([CH:32]([C:36]2[CH:41]=[CH:40][C:39]([O:42][CH2:43]CC3C4C(=CC=CC=4)C=CC=3)=[CH:38][CH:37]=2)C(O)=O)CCCCC1.[C:55]1([CH2:65]CO[C:58]2[CH:59]=[CH:64][C:55]([CH2:65]C(O)=O)=[CH:56][CH:57]=2)[C:64]2[C:59](=CC=CC=2)[CH:58]=[CH:57][CH:56]=1.C1(=O)CCCCC1.ClCCC1C=CC(OC)=CC=1.OC1(C(C2C=CC(OCCC3C=CC(OC)=CC=3)=CC=2)C(O)=O)CCCCC1.COC1C=CC(CCOC2C=CC(CC(O)=O)=CC=2)=CC=1, predict the reaction product. The product is: [C:15]1([CH2:14][CH2:13][O:1][C:2]2[CH:3]=[CH:4][C:5]([CH2:8][C:9]([OH:11])=[O:10])=[CH:6][CH:7]=2)[C:24]2[C:19](=[CH:20][CH:21]=[CH:22][CH:23]=2)[CH:18]=[CH:17][CH:16]=1.[CH3:43][O:42][C:39]1[CH:40]=[CH:41][C:36]([CH2:32][CH2:26][O:1][C:2]2[CH:3]=[CH:4][C:5]([CH2:8][C:9]([OH:11])=[O:10])=[CH:6][CH:7]=2)=[CH:37][CH:38]=1.[CH:55]1([CH2:65][O:1][C:2]2[CH:3]=[CH:4][C:5]([CH2:8][C:9]([OH:11])=[O:10])=[CH:6][CH:7]=2)[CH2:64][CH2:59][CH2:58][CH2:57][CH2:56]1. (5) Given the reactants [CH3:1][O:2][C:3]1[CH:4]=[C:5](/[C:11](=[CH:14]/[C:15]2[CH:20]=[CH:19][C:18]([O:21][CH2:22][CH2:23][CH2:24][CH2:25][CH2:26][CH2:27][CH2:28][CH2:29][OH:30])=[CH:17][CH:16]=2)/[C:12]#[N:13])[CH:6]=[C:7]([O:9][CH3:10])[CH:8]=1.C(N(CC)CC)C.[C:38](O[C:38](=[O:42])[C:39]([CH3:41])=[CH2:40])(=[O:42])[C:39]([CH3:41])=[CH2:40].O, predict the reaction product. The product is: [CH3:41][C:39](=[CH2:40])[C:38]([O:30][CH2:29][CH2:28][CH2:27][CH2:26][CH2:25][CH2:24][CH2:23][CH2:22][O:21][C:18]1[CH:17]=[CH:16][C:15](/[CH:14]=[C:11](\[C:12]#[N:13])/[C:5]2[CH:6]=[C:7]([O:9][CH3:10])[CH:8]=[C:3]([O:2][CH3:1])[CH:4]=2)=[CH:20][CH:19]=1)=[O:42]. (6) Given the reactants [Cl-].O[NH3+:3].[C:4](=[O:7])([O-])[OH:5].[Na+].CS(C)=O.[CH2:13]([C:17]1[N:18]=[C:19]([CH3:45])[N:20]([CH2:39][C:40]2([CH3:44])[CH2:43][O:42][CH2:41]2)[C:21](=[O:38])[C:22]=1[CH2:23][C:24]1[CH:29]=[CH:28][C:27]([C:30]2[C:31]([C:36]#[N:37])=[CH:32][CH:33]=[CH:34][CH:35]=2)=[CH:26][CH:25]=1)[CH2:14][CH2:15][CH3:16], predict the reaction product. The product is: [CH2:13]([C:17]1[N:18]=[C:19]([CH3:45])[N:20]([CH2:39][C:40]2([CH3:44])[CH2:41][O:42][CH2:43]2)[C:21](=[O:38])[C:22]=1[CH2:23][C:24]1[CH:25]=[CH:26][C:27]([C:30]2[CH:35]=[CH:34][CH:33]=[CH:32][C:31]=2[C:36]2[NH:3][C:4](=[O:7])[O:5][N:37]=2)=[CH:28][CH:29]=1)[CH2:14][CH2:15][CH3:16].